From a dataset of Reaction yield outcomes from USPTO patents with 853,638 reactions. Predict the reaction yield, written as a fraction of the theoretical maximum amount of product (1.0 means a 100% yield; for example, 0.34 means a 34% yield). The reactants are [OH:1][C:2]1[CH:9]=[CH:8][C:7]([CH3:10])=[CH:6][C:3]=1[CH:4]=[O:5].[OH-].[Na+].[OH-].[CH2:14]([N+](CCCC)(CCCC)CCCC)CCC.IC. The catalyst is ClCCl.O. The product is [CH3:14][O:1][C:2]1[CH:9]=[CH:8][C:7]([CH3:10])=[CH:6][C:3]=1[CH:4]=[O:5]. The yield is 0.970.